Dataset: NCI-60 drug combinations with 297,098 pairs across 59 cell lines. Task: Regression. Given two drug SMILES strings and cell line genomic features, predict the synergy score measuring deviation from expected non-interaction effect. (1) Drug 1: C1=NC(=NC(=O)N1C2C(C(C(O2)CO)O)O)N. Drug 2: CC1C(C(CC(O1)OC2CC(CC3=C2C(=C4C(=C3O)C(=O)C5=CC=CC=C5C4=O)O)(C(=O)C)O)N)O. Cell line: CCRF-CEM. Synergy scores: CSS=50.3, Synergy_ZIP=-9.24, Synergy_Bliss=-7.90, Synergy_Loewe=-4.51, Synergy_HSA=-2.93. (2) Drug 1: CS(=O)(=O)C1=CC(=C(C=C1)C(=O)NC2=CC(=C(C=C2)Cl)C3=CC=CC=N3)Cl. Drug 2: COC1=NC(=NC2=C1N=CN2C3C(C(C(O3)CO)O)O)N. Cell line: SR. Synergy scores: CSS=9.52, Synergy_ZIP=-2.90, Synergy_Bliss=0.783, Synergy_Loewe=-9.66, Synergy_HSA=0.525. (3) Drug 1: C1CCC(C1)C(CC#N)N2C=C(C=N2)C3=C4C=CNC4=NC=N3. Drug 2: CC1C(C(CC(O1)OC2CC(CC3=C2C(=C4C(=C3O)C(=O)C5=C(C4=O)C(=CC=C5)OC)O)(C(=O)CO)O)N)O.Cl. Cell line: SR. Synergy scores: CSS=54.2, Synergy_ZIP=-4.90, Synergy_Bliss=-7.25, Synergy_Loewe=-5.54, Synergy_HSA=-4.93. (4) Drug 1: C1=CC(=CC=C1CC(C(=O)O)N)N(CCCl)CCCl.Cl. Drug 2: C1=NC2=C(N=C(N=C2N1C3C(C(C(O3)CO)O)O)F)N. Cell line: RXF 393. Synergy scores: CSS=9.72, Synergy_ZIP=-1.88, Synergy_Bliss=3.81, Synergy_Loewe=-1.47, Synergy_HSA=2.42. (5) Drug 1: C1=CC=C(C(=C1)C(C2=CC=C(C=C2)Cl)C(Cl)Cl)Cl. Drug 2: CC1CCCC2(C(O2)CC(NC(=O)CC(C(C(=O)C(C1O)C)(C)C)O)C(=CC3=CSC(=N3)C)C)C. Cell line: A549. Synergy scores: CSS=46.8, Synergy_ZIP=0.387, Synergy_Bliss=-4.88, Synergy_Loewe=-30.9, Synergy_HSA=-6.13. (6) Drug 1: CC1=C(C(CCC1)(C)C)C=CC(=CC=CC(=CC(=O)O)C)C. Drug 2: C(CN)CNCCSP(=O)(O)O. Cell line: CCRF-CEM. Synergy scores: CSS=1.21, Synergy_ZIP=0.896, Synergy_Bliss=-0.0292, Synergy_Loewe=1.14, Synergy_HSA=-0.733. (7) Drug 1: C1CCC(C(C1)N)N.C(=O)(C(=O)[O-])[O-].[Pt+4]. Drug 2: CCC1(C2=C(COC1=O)C(=O)N3CC4=CC5=C(C=CC(=C5CN(C)C)O)N=C4C3=C2)O.Cl. Cell line: SK-MEL-5. Synergy scores: CSS=57.8, Synergy_ZIP=-7.92, Synergy_Bliss=-3.77, Synergy_Loewe=-2.45, Synergy_HSA=0.862. (8) Drug 1: CS(=O)(=O)C1=CC(=C(C=C1)C(=O)NC2=CC(=C(C=C2)Cl)C3=CC=CC=N3)Cl. Drug 2: C1CCC(CC1)NC(=O)N(CCCl)N=O. Cell line: HT29. Synergy scores: CSS=16.5, Synergy_ZIP=-5.69, Synergy_Bliss=1.90, Synergy_Loewe=-4.18, Synergy_HSA=-1.05. (9) Drug 1: CN(CC1=CN=C2C(=N1)C(=NC(=N2)N)N)C3=CC=C(C=C3)C(=O)NC(CCC(=O)O)C(=O)O. Drug 2: C1CN(P(=O)(OC1)NCCCl)CCCl. Cell line: A549. Synergy scores: CSS=14.5, Synergy_ZIP=0.238, Synergy_Bliss=0.385, Synergy_Loewe=-54.9, Synergy_HSA=-0.00800. (10) Synergy scores: CSS=20.3, Synergy_ZIP=-6.61, Synergy_Bliss=-8.87, Synergy_Loewe=-33.6, Synergy_HSA=-7.89. Drug 1: CC(C1=C(C=CC(=C1Cl)F)Cl)OC2=C(N=CC(=C2)C3=CN(N=C3)C4CCNCC4)N. Drug 2: CC=C1C(=O)NC(C(=O)OC2CC(=O)NC(C(=O)NC(CSSCCC=C2)C(=O)N1)C(C)C)C(C)C. Cell line: CAKI-1.